Predict the product of the given reaction. From a dataset of Forward reaction prediction with 1.9M reactions from USPTO patents (1976-2016). (1) Given the reactants Cl[C:2]1[N:7]=[C:6]([C:8]2[CH:13]=[CH:12][C:11]([OH:14])=[CH:10][CH:9]=2)[CH:5]=[N:4][CH:3]=1.[NH2:15][C:16]1[CH:17]=[C:18]([CH:22]=[CH:23][C:24]=1[CH3:25])[C:19]([OH:21])=[O:20].CC1(C)C2C(=C(P(C3C=CC=CC=3)C3C=CC=CC=3)C=CC=2)OC2C(P(C3C=CC=CC=3)C3C=CC=CC=3)=CC=CC1=2, predict the reaction product. The product is: [OH:14][C:11]1[CH:12]=[CH:13][C:8]([C:6]2[N:7]=[C:2]([NH:15][C:16]3[CH:17]=[C:18]([CH:22]=[CH:23][C:24]=3[CH3:25])[C:19]([OH:21])=[O:20])[CH:3]=[N:4][CH:5]=2)=[CH:9][CH:10]=1. (2) The product is: [Cl:1][C:2]1[CH:3]=[C:4]([F:17])[C:5]([NH:6][C:19]([O:21][CH3:22])=[O:20])=[CH:7][C:8]=1[O:9][C:10]1[CH:15]=[CH:14][CH:13]=[CH:12][C:11]=1[OH:16]. Given the reactants [Cl:1][C:2]1[C:8]([O:9][C:10]2[CH:15]=[CH:14][CH:13]=[CH:12][C:11]=2[OH:16])=[CH:7][C:5]([NH2:6])=[C:4]([F:17])[CH:3]=1.Cl[C:19]([O:21][CH3:22])=[O:20].CN(C)C1C=CC=CC=1.Cl, predict the reaction product. (3) The product is: [Br:23][C:20]1[CH:19]=[CH:18][C:17]([S:14]([N:11]2[CH2:12][CH2:13][NH:8][CH2:9][CH2:10]2)(=[O:16])=[O:15])=[CH:22][CH:21]=1. Given the reactants C(OC([N:8]1[CH2:13][CH2:12][N:11]([S:14]([C:17]2[CH:22]=[CH:21][C:20]([Br:23])=[CH:19][CH:18]=2)(=[O:16])=[O:15])[CH2:10][CH2:9]1)=O)(C)(C)C, predict the reaction product. (4) Given the reactants Cl[C:2]1[C:7]([C:8]([O:10][CH2:11][CH3:12])=[O:9])=[CH:6][N:5]=[C:4]([C:13]2[CH:18]=[CH:17][CH:16]=[CH:15][CH:14]=2)[N:3]=1.[CH3:19][NH2:20], predict the reaction product. The product is: [CH3:19][NH:20][C:2]1[C:7]([C:8]([O:10][CH2:11][CH3:12])=[O:9])=[CH:6][N:5]=[C:4]([C:13]2[CH:18]=[CH:17][CH:16]=[CH:15][CH:14]=2)[N:3]=1. (5) Given the reactants [CH3:1][O:2][C:3]1[CH:4]=[C:5]([C:14]2[O:18][C:17]([C:19]3[C:20]([C:25]([F:28])([F:27])[F:26])=[N:21][CH:22]=[CH:23][CH:24]=3)=[N:16][N:15]=2)[CH:6]=[C:7]([N+:11]([O-:13])=[O:12])[C:8]=1[O:9][CH3:10].FC(F)(F)C(OC(=O)C(F)(F)F)=[O:32], predict the reaction product. The product is: [CH3:1][O:2][C:3]1[CH:4]=[C:5]([C:14]2[O:18][C:17]([C:19]3[C:20]([C:25]([F:28])([F:27])[F:26])=[N+:21]([O-:32])[CH:22]=[CH:23][CH:24]=3)=[N:16][N:15]=2)[CH:6]=[C:7]([N+:11]([O-:13])=[O:12])[C:8]=1[O:9][CH3:10]. (6) Given the reactants [CH:1]([O:4][C:5]1[C:14]2[C:9](=[CH:10][C:11]([OH:17])=[C:12]([O:15][CH3:16])[CH:13]=2)[CH:8]=[C:7]([NH:18][C:19]2[CH:23]=[C:22]([CH3:24])[NH:21][N:20]=2)[N:6]=1)([CH3:3])[CH3:2].[CH3:25][O:26][CH2:27][CH2:28]Br, predict the reaction product. The product is: [CH:1]([O:4][C:5]1[C:14]2[C:9](=[CH:10][C:11]([O:17][CH2:28][CH2:27][O:26][CH3:25])=[C:12]([O:15][CH3:16])[CH:13]=2)[CH:8]=[C:7]([NH:18][C:19]2[CH:23]=[C:22]([CH3:24])[NH:21][N:20]=2)[N:6]=1)([CH3:3])[CH3:2]. (7) Given the reactants [CH3:1][O:2][C:3]1[N:8]=[CH:7][C:6]([NH2:9])=[CH:5][CH:4]=1.N1C=CC=CC=1.[C:16]1([O:22][C:23](Cl)=[O:24])[CH:21]=[CH:20][CH:19]=[CH:18][CH:17]=1.O, predict the reaction product. The product is: [C:16]1([O:22][C:23](=[O:24])[NH:9][C:6]2[CH:7]=[N:8][C:3]([O:2][CH3:1])=[CH:4][CH:5]=2)[CH:21]=[CH:20][CH:19]=[CH:18][CH:17]=1.